From a dataset of Catalyst prediction with 721,799 reactions and 888 catalyst types from USPTO. Predict which catalyst facilitates the given reaction. Reactant: I[C:2]1[S:3][C:4]2[C:10]([O:11][CH3:12])=[CH:9][CH:8]=[CH:7][C:5]=2[CH:6]=1.[Cu][C:14]#[N:15].CN(C)C=O.C(N)CN. Product: [CH3:12][O:11][C:10]1[C:4]2[S:3][C:2]([C:14]#[N:15])=[CH:6][C:5]=2[CH:7]=[CH:8][CH:9]=1. The catalyst class is: 226.